From a dataset of Forward reaction prediction with 1.9M reactions from USPTO patents (1976-2016). Predict the product of the given reaction. (1) Given the reactants [C:1]([C:3]1[C:4]([N:16]2[CH2:21][CH2:20][CH:19]([C:22]([OH:24])=O)[CH2:18][CH2:17]2)=[N:5][C:6]([O:14][CH3:15])=[C:7]([C:9]([O:11][CH2:12][CH3:13])=[O:10])[CH:8]=1)#[N:2].[F:25][C:26]1[CH:31]=[C:30]([F:32])[CH:29]=[CH:28][C:27]=1[CH2:33][S:34]([NH2:37])(=[O:36])=[O:35], predict the reaction product. The product is: [CH2:12]([O:11][C:9](=[O:10])[C:7]1[CH:8]=[C:3]([C:1]#[N:2])[C:4]([N:16]2[CH2:21][CH2:20][CH:19]([C:22](=[O:24])[NH:37][S:34]([CH2:33][C:27]3[CH:28]=[CH:29][C:30]([F:32])=[CH:31][C:26]=3[F:25])(=[O:35])=[O:36])[CH2:18][CH2:17]2)=[N:5][C:6]=1[O:14][CH3:15])[CH3:13]. (2) The product is: [CH2:1]([C:8]1[CH:16]=[CH:15][CH:14]=[CH:13][C:9]=1[C:10]([NH:17][C@H:18]1[CH2:19][O:20][C@@H:21]2[C@@H:25]([NH:26][C:27]([CH:29]3[CH2:30][CH2:31]3)=[O:28])[CH2:24][O:23][C@H:22]12)=[O:12])[C:2]1[CH:3]=[CH:4][CH:5]=[CH:6][CH:7]=1. Given the reactants [CH2:1]([C:8]1[CH:16]=[CH:15][CH:14]=[CH:13][C:9]=1[C:10]([OH:12])=O)[C:2]1[CH:7]=[CH:6][CH:5]=[CH:4][CH:3]=1.[NH2:17][C@@H:18]1[C@H:22]2[O:23][CH2:24][C@H:25]([NH:26][C:27]([CH:29]3[CH2:31][CH2:30]3)=[O:28])[C@H:21]2[O:20][CH2:19]1, predict the reaction product.